Dataset: Forward reaction prediction with 1.9M reactions from USPTO patents (1976-2016). Task: Predict the product of the given reaction. (1) Given the reactants [CH3:1]O.S(Cl)(Cl)=O.[Cl:7][C:8]1[CH:9]=[C:10]([N+:18]([O-:20])=[O:19])[C:11]([CH3:17])=[C:12]([CH:16]=1)[C:13]([OH:15])=[O:14], predict the reaction product. The product is: [Cl:7][C:8]1[CH:9]=[C:10]([N+:18]([O-:20])=[O:19])[C:11]([CH3:17])=[C:12]([CH:16]=1)[C:13]([O:15][CH3:1])=[O:14]. (2) Given the reactants C1C=CC(C(Cl)(C2C(Cl)=CC=CC=2)C2C=CC=CC=2)=CC=1.C1C2C(COC([NH:39][CH2:40][CH2:41][O:42][CH2:43][CH2:44][O:45][CH2:46][C:47]([OH:49])=[O:48])=O)C3C(=CC=CC=3)C=2C=CC=1.CCN(C(C)C)C(C)C.[NH:59]1[C:63]([CH2:64][CH2:65][CH2:66][CH2:67][CH2:68][CH2:69][CH2:70][CH2:71][CH2:72][CH2:73][CH2:74][CH2:75][CH2:76][CH2:77][CH2:78][C:79]([OH:81])=O)=[N:62][N:61]=[N:60]1.ON1C(=O)C2C=CC=CC=2N=N1.C(Cl)CCl, predict the reaction product. The product is: [NH:62]1[C:63]([CH2:64][CH2:65][CH2:66][CH2:67][CH2:68][CH2:69][CH2:70][CH2:71][CH2:72][CH2:73][CH2:74][CH2:75][CH2:76][CH2:77][CH2:78][C:79]([NH:39][CH2:40][CH2:41][O:42][CH2:43][CH2:44][O:45][CH2:46][C:47]([OH:49])=[O:48])=[O:81])=[N:59][N:60]=[N:61]1. (3) Given the reactants [OH:1][NH:2][C:3]([C:5]1[CH:10]=[CH:9][CH:8]=[CH:7][N:6]=1)=[NH:4].[CH3:11][C:12]1[CH:20]=[C:16]([C:17](O)=O)[C:15]([OH:21])=[CH:14][CH:13]=1, predict the reaction product. The product is: [CH3:11][C:12]1[CH:13]=[CH:14][C:15]([OH:21])=[C:16]([C:17]2[O:1][N:2]=[C:3]([C:5]3[CH:10]=[CH:9][CH:8]=[CH:7][N:6]=3)[N:4]=2)[CH:20]=1. (4) Given the reactants [Mg].Br[CH2:3][CH2:4]/[CH:5]=[CH:6]\[CH2:7][CH3:8].C([O:11][CH2:12][CH3:13])=O.[OH-].[K+], predict the reaction product. The product is: [CH3:8][CH2:7]/[CH:6]=[CH:5]\[CH2:4][CH2:3][CH:12]([OH:11])[CH2:13][CH2:3]/[CH:4]=[CH:5]\[CH2:6][CH3:7]. (5) Given the reactants [C:1]([O:5][C@H:6]([CH3:11])[C:7]([O:9]C)=O)([CH3:4])([CH3:3])[CH3:2].[Cl:12][CH2:13]C([O-])=O.[Na+].C(N(CC)CC)C.C([Mg]Cl)(C)(C)C.Cl, predict the reaction product. The product is: [Cl:12][CH2:13][C:7](=[O:9])[C@H:6]([O:5][C:1]([CH3:2])([CH3:3])[CH3:4])[CH3:11]. (6) Given the reactants [C:1]([O:5][C:6]([NH:8][C@H:9]([C:14]1[CH:19]=[CH:18][CH:17]=[CH:16][CH:15]=1)[CH2:10][C:11]([OH:13])=[O:12])=[O:7])([CH3:4])([CH3:3])[CH3:2].[CH3:20][C@@H:21](O)[CH2:22][CH:23]=[CH2:24].CCN=C=NCCCN(C)C, predict the reaction product. The product is: [C:1]([O:5][C:6]([NH:8][C@@H:9]([C:14]1[CH:15]=[CH:16][CH:17]=[CH:18][CH:19]=1)[CH2:10][C:11]([O:13][C@H:23]([CH2:22][CH:21]=[CH2:20])[CH3:24])=[O:12])=[O:7])([CH3:4])([CH3:2])[CH3:3]. (7) Given the reactants C(ON=O)(C)(C)C.[CH3:8][CH:9]([C:11]1[N:15]=[C:14](N)[S:13][N:12]=1)[CH3:10].[BrH:17].O, predict the reaction product. The product is: [Br:17][C:14]1[S:13][N:12]=[C:11]([CH:9]([CH3:10])[CH3:8])[N:15]=1. (8) Given the reactants [C-:1]#[N:2].[Na+].Cl[CH2:5][C:6]1[N:7]=[C:8]([C:12]2[CH:17]=[CH:16][C:15]([C:18]([F:21])([F:20])[F:19])=[CH:14][CH:13]=2)[O:9][C:10]=1[CH3:11], predict the reaction product. The product is: [CH3:11][C:10]1[O:9][C:8]([C:12]2[CH:17]=[CH:16][C:15]([C:18]([F:21])([F:20])[F:19])=[CH:14][CH:13]=2)=[N:7][C:6]=1[CH2:5][C:1]#[N:2].